From a dataset of Full USPTO retrosynthesis dataset with 1.9M reactions from patents (1976-2016). Predict the reactants needed to synthesize the given product. (1) Given the product [Si:1]([O:8][CH2:9][C@@H:10]1[CH:15]=[C:14]([CH2:16][O:17][CH2:18][C:19]2[CH:24]=[CH:23][C:22]([O:25][CH3:26])=[CH:21][CH:20]=2)[CH:13]([OH:27])[CH2:12][N:11]1[C:28]([O:30][C:31]([CH3:34])([CH3:33])[CH3:32])=[O:29])([C:4]([CH3:6])([CH3:7])[CH3:5])([CH3:3])[CH3:2], predict the reactants needed to synthesize it. The reactants are: [Si:1]([O:8][CH2:9][C@@H:10]1[CH:15]=[C:14]([CH2:16][O:17][CH2:18][C:19]2[CH:24]=[CH:23][C:22]([O:25][CH3:26])=[CH:21][CH:20]=2)[C:13](=[O:27])[CH2:12][N:11]1[C:28]([O:30][C:31]([CH3:34])([CH3:33])[CH3:32])=[O:29])([C:4]([CH3:7])([CH3:6])[CH3:5])([CH3:3])[CH3:2].[Si](OC[C@@H]1C=C(C)[C@H](O)CN1C(OC(C)(C)C)=O)(C(C)(C)C)(C)C. (2) Given the product [C:24]([N:21]1[CH2:22][CH2:23][CH:18]([O:17][C:15](=[O:16])[NH:14][C@H:10]2[C:11](=[O:12])[O:13][C@H:9]2[CH3:32])[CH2:19][CH2:20]1)(=[O:25])[C:26]1[CH:31]=[CH:30][CH:29]=[CH:28][CH:27]=1, predict the reactants needed to synthesize it. The reactants are: CCN(CC)CC.O[C@@H:9]([CH3:32])[C@@H:10]([NH:14][C:15]([O:17][CH:18]1[CH2:23][CH2:22][N:21]([C:24]([C:26]2[CH:31]=[CH:30][CH:29]=[CH:28][CH:27]=2)=[O:25])[CH2:20][CH2:19]1)=[O:16])[C:11]([OH:13])=[O:12].CN(C(ON1N=NC2C=CC=CC1=2)=[N+](C)C)C.F[P-](F)(F)(F)(F)F.